This data is from Reaction yield outcomes from USPTO patents with 853,638 reactions. The task is: Predict the reaction yield, written as a fraction of the theoretical maximum amount of product (1.0 means a 100% yield; for example, 0.34 means a 34% yield). (1) The reactants are [C:1](#[N:8])[C:2]1[CH:7]=[CH:6][CH:5]=[CH:4][CH:3]=1.[OH2:9]. No catalyst specified. The product is [C:1]([NH2:8])(=[O:9])[C:2]1[CH:7]=[CH:6][CH:5]=[CH:4][CH:3]=1. The yield is 0.400. (2) The reactants are [NH:1]1[CH2:6][CH2:5][O:4][CH2:3][CH2:2]1.Br[CH2:8][CH2:9][CH2:10][Cl:11]. The catalyst is C1(C)C=CC=CC=1. The product is [Cl:11][CH2:10][CH2:9][CH2:8][N:1]1[CH2:6][CH2:5][O:4][CH2:3][CH2:2]1. The yield is 0.680. (3) The reactants are [Cl:1][C:2]1[CH:7]=[CH:6][C:5]([C:8]2[CH:9]=[N:10][C:11]([C:14]3[CH2:15][CH2:16][N:17]([CH3:20])[CH2:18][CH:19]=3)=[N:12][CH:13]=2)=[CH:4][CH:3]=1.CO.C(O)(=O)C. The catalyst is C(OCC)(=O)C.[Pt](=O)=O. The product is [Cl:1][C:2]1[CH:7]=[CH:6][C:5]([C:8]2[CH:9]=[N:10][C:11]([CH:14]3[CH2:15][CH2:16][N:17]([CH3:20])[CH2:18][CH2:19]3)=[N:12][CH:13]=2)=[CH:4][CH:3]=1. The yield is 0.450. (4) The reactants are Br[C:2]1[CH:7]=[CH:6][N:5]=[CH:4][C:3]=1[CH3:8].[CH3:9][C:10]1([CH3:26])[C:14]([CH3:16])([CH3:15])[O:13][B:12]([B:12]2[O:13][C:14]([CH3:16])([CH3:15])[C:10]([CH3:26])([CH3:9])[O:11]2)[O:11]1.CC([O-])=O.[K+]. The catalyst is O1CCOCC1.C1C=CC(P(C2C=CC=CC=2)[C-]2C=CC=C2)=CC=1.C1C=CC(P(C2C=CC=CC=2)[C-]2C=CC=C2)=CC=1.Cl[Pd]Cl.[Fe+2]. The product is [CH3:8][C:3]1[CH:4]=[N:5][CH:6]=[CH:7][C:2]=1[B:12]1[O:13][C:14]([CH3:16])([CH3:15])[C:10]([CH3:26])([CH3:9])[O:11]1. The yield is 0.600. (5) The reactants are [C:1]([NH:9][N:10]([CH2:36][CH2:37][C:38]([O:40]CC1C=CC=CC=1)=[O:39])[C:11]([N:13]1[C@H:18]([C:19]([O:21][C:22]([CH3:25])([CH3:24])[CH3:23])=[O:20])[CH2:17][CH2:16][CH2:15][N:14]1C(OCC1C=CC=CC=1)=O)=[O:12])(=[O:8])[C:2]1[CH:7]=[CH:6][CH:5]=[CH:4][CH:3]=1. The catalyst is CO.[Pd]. The yield is 1.00. The product is [C:1]([NH:9][N:10]([CH2:36][CH2:37][C:38]([OH:40])=[O:39])[C:11]([N:13]1[C@H:18]([C:19]([O:21][C:22]([CH3:25])([CH3:23])[CH3:24])=[O:20])[CH2:17][CH2:16][CH2:15][NH:14]1)=[O:12])(=[O:8])[C:2]1[CH:3]=[CH:4][CH:5]=[CH:6][CH:7]=1. (6) The reactants are [Br:1][C:2]1[CH:7]=[C:6]([F:8])[CH:5]=[CH:4][C:3]=1I.[C:10]1(=[O:15])[CH2:14][CH2:13][CH2:12][CH2:11]1.C(=O)([O-])[O-].[Cs+].[Cs+]. The catalyst is O1CCOCC1.CCOCC.C1C=CC(/C=C/C(/C=C/C2C=CC=CC=2)=O)=CC=1.C1C=CC(/C=C/C(/C=C/C2C=CC=CC=2)=O)=CC=1.C1C=CC(/C=C/C(/C=C/C2C=CC=CC=2)=O)=CC=1.[Pd].[Pd]. The product is [Br:1][C:2]1[CH:7]=[C:6]([F:8])[CH:5]=[CH:4][C:3]=1[CH:11]1[CH2:12][CH2:13][CH2:14][C:10]1=[O:15]. The yield is 0.150. (7) The reactants are [Cl:1][C:2]1[S:6][C:5]([C:7]([OH:9])=O)=[CH:4][C:3]=1[C:10]1[N:14]([CH3:15])[N:13]=[CH:12][CH:11]=1.[NH2:16][C@@H:17]([CH2:30][C:31]1[CH:36]=[C:35]([F:37])[CH:34]=[CH:33][C:32]=1[F:38])[CH2:18][N:19]1[C:27](=[O:28])[C:26]2[C:21](=[CH:22][CH:23]=[CH:24][CH:25]=2)[C:20]1=[O:29].FC1C=CC=C(F)C=1C[C@@H](C(O)=O)N.C1CN([P+](Br)(N2CCCC2)N2CCCC2)CC1.F[P-](F)(F)(F)(F)F.CCN(C(C)C)C(C)C. The catalyst is C(Cl)(Cl)Cl. The product is [Cl:1][C:2]1[S:6][C:5]([C:7]([NH:16][C@H:17]([CH2:18][N:19]2[C:27](=[O:28])[C:26]3[C:21](=[CH:22][CH:23]=[CH:24][CH:25]=3)[C:20]2=[O:29])[CH2:30][C:31]2[CH:36]=[C:35]([F:37])[CH:34]=[CH:33][C:32]=2[F:38])=[O:9])=[CH:4][C:3]=1[C:10]1[N:14]([CH3:15])[N:13]=[CH:12][CH:11]=1. The yield is 0.710.